From a dataset of Full USPTO retrosynthesis dataset with 1.9M reactions from patents (1976-2016). Predict the reactants needed to synthesize the given product. (1) The reactants are: [F:1][C:2]1[CH:3]=[C:4]([CH:14]=[CH:15][CH:16]=1)[CH2:5][N:6]1[CH:11]=[CH:10][C:9]([OH:12])=[CH:8][C:7]1=[O:13].[I:17]N1C(=O)CCC1=O.ClC(Cl)C(O)=O. Given the product [F:1][C:2]1[CH:3]=[C:4]([CH:14]=[CH:15][CH:16]=1)[CH2:5][N:6]1[CH:11]=[CH:10][C:9]([OH:12])=[C:8]([I:17])[C:7]1=[O:13], predict the reactants needed to synthesize it. (2) Given the product [O:10]1[CH2:11][CH2:12][CH2:13][CH2:14][CH:9]1[O:8][CH2:7][C:4]1[S:3][CH:2]=[N:6][CH:5]=1, predict the reactants needed to synthesize it. The reactants are: Cl[C:2]1[S:3][C:4]([CH2:7][O:8][CH:9]2[CH2:14][CH2:13][CH2:12][CH2:11][O:10]2)=[CH:5][N:6]=1.C(=O)([O-])[O-].[K+].[K+]. (3) Given the product [F:1][C:2]1[CH:7]=[CH:6][C:5]([N:8]2[C:13]([CH3:14])=[CH:12][CH:11]=[C:10]([C:15]([OH:20])=[O:24])[C:9]2=[O:17])=[C:4]([CH3:18])[CH:3]=1, predict the reactants needed to synthesize it. The reactants are: [F:1][C:2]1[CH:7]=[CH:6][C:5]([N:8]2[C:13]([CH3:14])=[CH:12][CH:11]=[C:10]([C:15]#N)[C:9]2=[O:17])=[C:4]([CH3:18])[CH:3]=1.S(=O)(=O)(O)[OH:20].[OH-:24].[Na+]. (4) Given the product [CH3:10][N:8]1[CH:9]=[C:5]([S:2](=[O:4])(=[O:3])[NH:28][C@H:26]([CH3:27])[C:25]([F:30])([F:29])[F:24])[CH:6]=[C:7]1[C:11]([O:13][CH3:14])=[O:12], predict the reactants needed to synthesize it. The reactants are: Cl[S:2]([C:5]1[CH:6]=[C:7]([C:11]([O:13][CH3:14])=[O:12])[N:8]([CH3:10])[CH:9]=1)(=[O:4])=[O:3].C(N(C(C)C)CC)(C)C.[F:24][C:25]([F:30])([F:29])[C@H:26]([NH2:28])[CH3:27].